Dataset: Full USPTO retrosynthesis dataset with 1.9M reactions from patents (1976-2016). Task: Predict the reactants needed to synthesize the given product. Given the product [F:18][C@H:16]1[CH2:17][C@H:15]1[C:13]([NH:12][C:7]1[N:8]=[CH:9][C:10]2[C:5]([CH:6]=1)=[CH:4][N:3]=[C:2]([C:21]1[CH:22]=[N:23][CH:24]=[CH:25][C:20]=1[CH3:19])[CH:11]=2)=[O:14], predict the reactants needed to synthesize it. The reactants are: Cl[C:2]1[CH:11]=[C:10]2[C:5]([CH:6]=[C:7]([NH:12][C:13]([C@@H:15]3[CH2:17][C@@H:16]3[F:18])=[O:14])[N:8]=[CH:9]2)=[CH:4][N:3]=1.[CH3:19][C:20]1[CH:25]=[CH:24][N:23]=[CH:22][C:21]=1B(O)O.C(=O)([O-])[O-].[Na+].[Na+].